Dataset: TCR-epitope binding with 47,182 pairs between 192 epitopes and 23,139 TCRs. Task: Binary Classification. Given a T-cell receptor sequence (or CDR3 region) and an epitope sequence, predict whether binding occurs between them. (1) The epitope is HLVDFQVTI. The TCR CDR3 sequence is CASRLQGGNTEAFF. Result: 0 (the TCR does not bind to the epitope). (2) The epitope is RISNCVADY. The TCR CDR3 sequence is CASSPGTGSQETQYF. Result: 1 (the TCR binds to the epitope). (3) Result: 1 (the TCR binds to the epitope). The TCR CDR3 sequence is CASGFGLAGADTQYF. The epitope is KLWAQCVQL. (4) The epitope is VVYRGTTTY. The TCR CDR3 sequence is CSVEGRNYGYTF. Result: 0 (the TCR does not bind to the epitope). (5) The TCR CDR3 sequence is CASSFGGGAQETQYF. The epitope is KAYNVTQAF. Result: 0 (the TCR does not bind to the epitope).